Task: Predict the reactants needed to synthesize the given product.. Dataset: Full USPTO retrosynthesis dataset with 1.9M reactions from patents (1976-2016) Given the product [C:24]([C:2]1[S:3][C:4]2[CH:10]=[CH:9][C:8]([NH2:14])=[C:7]([CH3:11])[C:5]=2[N:6]=1)([O:23][C:20]([CH3:22])([CH3:21])[CH3:19])=[O:26], predict the reactants needed to synthesize it. The reactants are: N[C:2]1[S:3][C:4]2[CH:10]=[CH:9][CH:8]=[C:7]([CH3:11])[C:5]=2[N:6]=1.CC[N:14](CC)CC.[CH3:19][C:20]([O:23][C:24]([O:26]C(OC(C)(C)C)=O)=O)([CH3:22])[CH3:21].